Dataset: Forward reaction prediction with 1.9M reactions from USPTO patents (1976-2016). Task: Predict the product of the given reaction. (1) The product is: [CH3:23][C:18]1[CH:19]=[C:20]([CH3:22])[N:21]=[C:16]([NH:14][C:11]2[CH:12]=[CH:13][C:8]([C:6]3[CH:5]=[CH:4][N:3]=[C:2]([CH3:1])[CH:7]=3)=[CH:9][CH:10]=2)[N:17]=1. Given the reactants [CH3:1][C:2]1[CH:7]=[C:6]([C:8]2[CH:13]=[CH:12][C:11]([NH2:14])=[CH:10][CH:9]=2)[CH:5]=[CH:4][N:3]=1.Cl[C:16]1[N:21]=[C:20]([CH3:22])[CH:19]=[C:18]([CH3:23])[N:17]=1, predict the reaction product. (2) Given the reactants C1[O:18][CH2:17][CH2:16]OCCOCCOCCOCCOC1.[CH3:19][C:20]([CH3:23])([O-])[CH3:21].[K+].C[C:26]1[NH:42][C:29]2=[C:30]([C:34]3[CH:39]=[CH:38][C:37]([S:40][CH3:41])=[CH:36][CH:35]=3)[N:31]=[CH:32][CH:33]=[C:28]2[C:27]=1C.[CH2:44](Br)[C:45]1C=CC=C[CH:46]=1.[N+]([O-])([O-])=O.[Ce+4].[NH4+].[N+]([O-])([O-])=O.[N+]([O-])([O-])=O.[N+]([O-])([O-])=O.[N+]([O-])([O-])=O, predict the reaction product. The product is: [CH2:19]([N:42]1[C:29]2=[C:30]([C:34]3[CH:39]=[CH:38][C:37]([S:40][CH3:41])=[CH:36][CH:35]=3)[N:31]=[CH:32][CH:33]=[C:28]2[C:16]([CH2:17][OH:18])=[C:26]1[CH3:27])[C:20]1[CH:23]=[CH:46][CH:45]=[CH:44][CH:21]=1. (3) Given the reactants [Br:1][C:2]1[CH:3]=[C:4]([OH:8])[CH:5]=[CH:6][CH:7]=1.[CH:9]1([CH2:15][CH2:16]C2C=CC=CC=2O)[CH2:14][CH2:13][CH2:12][CH2:11][CH2:10]1.N(C(OCC)=O)=NC(OCC)=O.C1(C)C=CC=CC=1, predict the reaction product. The product is: [Br:1][C:2]1[CH:7]=[CH:6][CH:5]=[C:4]([O:8][CH2:16][CH2:15][CH:9]2[CH2:14][CH2:13][CH2:12][CH2:11][CH2:10]2)[CH:3]=1. (4) Given the reactants [C:1]([C@@H:3]([NH:22][C:23]([C@@H:25]1[CH2:30][CH2:29][CH2:28][CH2:27][N:26]1C(OC(C)(C)C)=O)=[O:24])[CH2:4][C:5]1[CH:10]=[CH:9][C:8]([C:11]2[CH:16]=[CH:15][C:14]([C:17]#[N:18])=[C:13]([S:19]([CH3:21])=[O:20])[CH:12]=2)=[CH:7][CH:6]=1)#[N:2].C(O)=[O:39], predict the reaction product. The product is: [C:17]([C:14]1[CH:15]=[CH:16][C:11]([C:8]2[CH:9]=[CH:10][C:5]([CH2:4][C@H:3]([NH:22][C:23]([C@@H:25]3[CH2:30][CH2:29][CH2:28][CH2:27][NH:26]3)=[O:24])[C:1]#[N:2])=[CH:6][CH:7]=2)=[CH:12][C:13]=1[S:19]([CH3:21])=[O:20])(=[O:39])[NH2:18]. (5) Given the reactants [C:1]([O:5][C:6](=[O:21])[CH2:7][C@@H:8]([CH2:12][CH2:13][CH2:14][CH:15]1[CH2:20][CH2:19][CH2:18][CH2:17][CH2:16]1)[C:9]([OH:11])=O)([CH3:4])([CH3:3])[CH3:2].Cl.CN(C)CCCN=C=NCC.O[NH:35][C:36](=[NH:44])[CH2:37][C:38]1[CH:43]=[CH:42][CH:41]=[CH:40][N:39]=1, predict the reaction product. The product is: [CH:15]1([CH2:14][CH2:13][CH2:12][C@@H:8]([C:9]2[O:11][N:44]=[C:36]([CH2:37][C:38]3[CH:43]=[CH:42][CH:41]=[CH:40][N:39]=3)[N:35]=2)[CH2:7][C:6]([O:5][C:1]([CH3:2])([CH3:3])[CH3:4])=[O:21])[CH2:20][CH2:19][CH2:18][CH2:17][CH2:16]1. (6) Given the reactants [NH2:1][C:2]1[N:7]=[CH:6][N:5]=[C:4]2[N:8]([C@@H:12]3[CH2:17][CH2:16][CH2:15][N:14]([C:18]([O:20][C:21]([CH3:24])([CH3:23])[CH3:22])=[O:19])[CH2:13]3)[N:9]=[C:10](I)[C:3]=12.[F:25][C:26]1[C:47]([F:48])=[CH:46][CH:45]=[CH:44][C:27]=1[O:28][C:29]1[CH:34]=[CH:33][C:32](B2OC(C)(C)C(C)(C)O2)=[CH:31][CH:30]=1.C(=O)([O-])[O-].[Na+].[Na+], predict the reaction product. The product is: [NH2:1][C:2]1[N:7]=[CH:6][N:5]=[C:4]2[N:8]([C@@H:12]3[CH2:17][CH2:16][CH2:15][N:14]([C:18]([O:20][C:21]([CH3:24])([CH3:23])[CH3:22])=[O:19])[CH2:13]3)[N:9]=[C:10]([C:32]3[CH:31]=[CH:30][C:29]([O:28][C:27]4[CH:44]=[CH:45][CH:46]=[C:47]([F:48])[C:26]=4[F:25])=[CH:34][CH:33]=3)[C:3]=12. (7) Given the reactants [NH2:1][C@@H:2]1[C:10]2[C:5](=[CH:6][CH:7]=[CH:8][CH:9]=2)[CH2:4][C@@H:3]1[OH:11].C(N(CC)CC)C.[C:19](O[C:19]([O:21][C:22]([CH3:25])([CH3:24])[CH3:23])=[O:20])([O:21][C:22]([CH3:25])([CH3:24])[CH3:23])=[O:20], predict the reaction product. The product is: [OH:11][C@H:3]1[CH2:4][C:5]2[C:10](=[CH:9][CH:8]=[CH:7][CH:6]=2)[C@H:2]1[NH:1][C:19](=[O:20])[O:21][C:22]([CH3:25])([CH3:24])[CH3:23].